This data is from hERG potassium channel inhibition data for cardiac toxicity prediction from Karim et al.. The task is: Regression/Classification. Given a drug SMILES string, predict its toxicity properties. Task type varies by dataset: regression for continuous values (e.g., LD50, hERG inhibition percentage) or binary classification for toxic/non-toxic outcomes (e.g., AMES mutagenicity, cardiotoxicity, hepatotoxicity). Dataset: herg_karim. (1) The drug is COc1nc2c(CCC34CCC(NCc5ccc6c(n5)NC(=O)CO6)(CC3)CO4)ccnc2cc1Cl. The result is 1 (blocker). (2) The drug is CSc1nc(-c2ccccc2Cl)c2c(n1)N(c1c(Cl)cccc1Cl)C(=O)NC2. The result is 1 (blocker).